Dataset: Forward reaction prediction with 1.9M reactions from USPTO patents (1976-2016). Task: Predict the product of the given reaction. (1) Given the reactants [CH:1]1[C:13]2[C:12](=O)[C:11]3[CH:10]=[C:9]4[C:15]5[C:20]([C:21](=O)[C:8]4=[CH:7][C:6]=3[C:5]=2[CH:4]=[CH:3][CH:2]=1)=[CH:19][CH:18]=[CH:17][CH:16]=5.O.NN.[OH-].[K+], predict the reaction product. The product is: [CH:19]1[C:20]2[CH2:21][C:8]3[CH:7]=[C:6]4[C:5]5[C:13]([CH2:12][C:11]4=[CH:10][C:9]=3[C:15]=2[CH:16]=[CH:17][CH:18]=1)=[CH:1][CH:2]=[CH:3][CH:4]=5. (2) Given the reactants Br[C:2]1[CH:7]=[CH:6][C:5]([C:8]([N:10]2[CH2:15][CH2:14][N:13]([C:16]3[CH:21]=[CH:20][C:19]([CH3:22])=[CH:18][C:17]=3[CH3:23])[CH2:12][CH2:11]2)=[O:9])=[CH:4][C:3]=1[Cl:24].[CH3:25][O:26][C:27]([CH:29]1[CH2:33][C:32](=[O:34])[NH:31][CH2:30]1)=[O:28], predict the reaction product. The product is: [CH3:25][O:26][C:27]([CH:29]1[CH2:33][C:32](=[O:34])[N:31]([C:2]2[CH:7]=[CH:6][C:5]([C:8]([N:10]3[CH2:15][CH2:14][N:13]([C:16]4[CH:21]=[CH:20][C:19]([CH3:22])=[CH:18][C:17]=4[CH3:23])[CH2:12][CH2:11]3)=[O:9])=[CH:4][C:3]=2[Cl:24])[CH2:30]1)=[O:28]. (3) The product is: [CH2:9]1[CH:8]2[CH:3]([CH2:4][NH:5][CH2:6][CH2:7]2)[CH2:2][O:10]1. Given the reactants O[CH2:2][CH:3]1[CH:8]([CH2:9][OH:10])[CH2:7][CH2:6][N:5](C(OC(C)(C)C)=O)[CH2:4]1.Cl, predict the reaction product. (4) Given the reactants [OH:1][C:2]1[CH:7]=[CH:6][C:5]([CH:8]([C:15]2[CH:20]=[CH:19][CH:18]=[CH:17][CH:16]=2)[CH2:9][C:10]([O:12][CH2:13][CH3:14])=[O:11])=[CH:4][CH:3]=1.[CH3:21][O:22]/[N:23]=[C:24](/[C:35]1[CH:40]=[CH:39][CH:38]=[CH:37][CH:36]=1)\[CH2:25][O:26][C:27]1[CH:32]=[CH:31][C:30]([CH2:33]O)=[CH:29][CH:28]=1.C1(P(C2C=CC=CC=2)C2C=CC=CC=2)C=CC=CC=1.CC(OC(/N=N/C(OC(C)C)=O)=O)C, predict the reaction product. The product is: [CH3:21][O:22]/[N:23]=[C:24](/[C:35]1[CH:40]=[CH:39][CH:38]=[CH:37][CH:36]=1)\[CH2:25][O:26][C:27]1[CH:32]=[CH:31][C:30]([CH2:33][O:1][C:2]2[CH:3]=[CH:4][C:5]([CH:8]([C:15]3[CH:16]=[CH:17][CH:18]=[CH:19][CH:20]=3)[CH2:9][C:10]([O:12][CH2:13][CH3:14])=[O:11])=[CH:6][CH:7]=2)=[CH:29][CH:28]=1. (5) Given the reactants Cl[C:2]1[CH:19]=[C:18](F)[C:17]([N+:21]([O-:23])=[O:22])=[CH:16][C:3]=1[C:4]([NH:6][C:7]1[CH:15]=[C:14]2[C:10]([CH:11]=[N:12][NH:13]2)=[CH:9][CH:8]=1)=[O:5].[NH4+].[OH-].[NH2:26]C1C=C(F)C([N+]([O-])=O)=CC=1C(NC1C=C2C(C=NN2)=CC=1)=O.[CH3:49][N:50]1[CH2:55][CH2:54][NH:53][CH2:52][CH2:51]1, predict the reaction product. The product is: [NH2:26][C:18]1[C:17]([N+:21]([O-:23])=[O:22])=[CH:16][C:3]([C:4]([NH:6][C:7]2[CH:15]=[C:14]3[C:10]([CH:11]=[N:12][NH:13]3)=[CH:9][CH:8]=2)=[O:5])=[C:2]([N:53]2[CH2:54][CH2:55][N:50]([CH3:49])[CH2:51][CH2:52]2)[CH:19]=1. (6) Given the reactants [BH4-].[Na+].[C:3]([N:10]1[CH2:16][C@H:15]([O:17][Si:18]([C:21]([CH3:24])([CH3:23])[CH3:22])([CH3:20])[CH3:19])[CH2:14][C@H:11]1[CH:12]=[O:13])([O:5][C:6]([CH3:9])([CH3:8])[CH3:7])=[O:4], predict the reaction product. The product is: [C:3]([N:10]1[CH2:16][C@H:15]([O:17][Si:18]([C:21]([CH3:24])([CH3:23])[CH3:22])([CH3:19])[CH3:20])[CH2:14][C@H:11]1[CH2:12][OH:13])([O:5][C:6]([CH3:7])([CH3:8])[CH3:9])=[O:4]. (7) Given the reactants [CH2:1]([C:8]([CH2:13][C:14]1[CH:19]=[CH:18][CH:17]=[CH:16][CH:15]=1)([CH2:11][OH:12])[CH2:9][OH:10])[C:2]1[CH:7]=[CH:6][CH:5]=[CH:4][CH:3]=1.[CH3:20]I, predict the reaction product. The product is: [CH2:13]([C:8]([CH2:1][C:2]1[CH:3]=[CH:4][CH:5]=[CH:6][CH:7]=1)([CH2:11][O:12][CH3:20])[CH2:9][OH:10])[C:14]1[CH:19]=[CH:18][CH:17]=[CH:16][CH:15]=1. (8) The product is: [ClH:27].[CH:1]1[C:11]2[CH2:10][C:9]3([CH2:15][CH2:14][CH:13]([N:16]4[CH2:19][CH:18]([C:20]([OH:22])=[O:21])[CH2:17]4)[CH2:12]3)[C:8]3[CH:23]=[CH:24][CH:25]=[CH:26][C:7]=3[CH2:6][C:5]=2[CH:4]=[CH:3][CH:2]=1. Given the reactants [CH:1]1[C:11]2[CH2:10][C:9]3([CH2:15][CH2:14][CH:13]([N:16]4[CH2:19][CH:18]([C:20]([OH:22])=[O:21])[CH2:17]4)[CH2:12]3)[C:8]3[CH:23]=[CH:24][CH:25]=[CH:26][C:7]=3[CH2:6][C:5]=2[CH:4]=[CH:3][CH:2]=1.[ClH:27], predict the reaction product.